From a dataset of Full USPTO retrosynthesis dataset with 1.9M reactions from patents (1976-2016). Predict the reactants needed to synthesize the given product. (1) The reactants are: [N+:1]([CH2:4][CH3:5])([O-])=[O:2].C1(N=C=O)C=CC=CC=1.[C:15]([Sn:17]([CH2:26][CH2:27][CH2:28][CH3:29])([CH2:22][CH2:23][CH2:24][CH3:25])[CH2:18][CH2:19][CH2:20][CH3:21])#[CH:16].CCN(CC)CC. Given the product [CH3:5][C:4]1[CH:16]=[C:15]([Sn:17]([CH2:22][CH2:23][CH2:24][CH3:25])([CH2:18][CH2:19][CH2:20][CH3:21])[CH2:26][CH2:27][CH2:28][CH3:29])[O:2][N:1]=1, predict the reactants needed to synthesize it. (2) The reactants are: [CH2:1]([O:3][C:4]([C@@H:6]1[CH2:11][C@H:10]([C:12]2[CH:17]=[CH:16][C:15]([O:18][CH3:19])=[CH:14][CH:13]=2)[C@@H:9]([OH:20])[CH2:8][NH:7]1)=[O:5])[CH3:2].[C:21]([O:24][CH2:25][CH3:26])(=[O:23])C. Given the product [CH3:2][CH2:1][O:3][C:4]([C@@H:6]1[CH2:11][C@H:10]([C:12]2[CH:13]=[CH:14][C:15]([O:18][CH3:19])=[CH:16][CH:17]=2)[C@@H:9]([OH:20])[CH2:8][N:7]1[C:21]([O:24][CH2:25][C:26]1[CH:6]=[CH:11][CH:10]=[CH:9][CH:8]=1)=[O:23])=[O:5], predict the reactants needed to synthesize it. (3) Given the product [F:26][C:27]1[CH:35]=[C:34]([F:36])[CH:33]=[CH:32][C:28]=1[C:29]([NH:1][C:2]1[CH:7]=[CH:6][C:5]([C:8]2[CH:9]=[C:10]3[C:14](=[CH:15][CH:16]=2)[C:13](=[O:17])[N:12]([C@@H:18]([CH:23]([CH3:25])[CH3:24])[C:19]([O:21][CH3:22])=[O:20])[CH2:11]3)=[CH:4][CH:3]=1)=[O:30], predict the reactants needed to synthesize it. The reactants are: [NH2:1][C:2]1[CH:7]=[CH:6][C:5]([C:8]2[CH:9]=[C:10]3[C:14](=[CH:15][CH:16]=2)[C:13](=[O:17])[N:12]([C@@H:18]([CH:23]([CH3:25])[CH3:24])[C:19]([O:21][CH3:22])=[O:20])[CH2:11]3)=[CH:4][CH:3]=1.[F:26][C:27]1[CH:35]=[C:34]([F:36])[CH:33]=[CH:32][C:28]=1[C:29](Br)=[O:30]. (4) Given the product [Cl:18][C:19]1[CH:24]=[CH:23][C:22]([N:25]=[C:26]([S:27][CH2:29][CH:30]2[CH2:35][CH2:34][CH2:33][CH2:32][CH2:31]2)[C:2]#[C:1][Si:3]([CH3:6])([CH3:5])[CH3:4])=[CH:21][CH:20]=1, predict the reactants needed to synthesize it. The reactants are: [C:1]([Si:3]([CH3:6])([CH3:5])[CH3:4])#[CH:2].C([Li])CCC.CCCCCC.[Cl:18][C:19]1[CH:24]=[CH:23][C:22]([N:25]=[C:26]=[S:27])=[CH:21][CH:20]=1.Br[CH2:29][CH:30]1[CH2:35][CH2:34][CH2:33][CH2:32][CH2:31]1. (5) Given the product [I:36][CH2:10][CH2:9][CH2:8][CH2:7][C:1]1[CH:6]=[CH:5][CH:4]=[CH:3][CH:2]=1, predict the reactants needed to synthesize it. The reactants are: [C:1]1([CH2:7][CH2:8][CH2:9][CH2:10]O)[CH:6]=[CH:5][CH:4]=[CH:3][CH:2]=1.C1C=CC(P(C2C=CC=CC=2)C2C=CC=CC=2)=CC=1.N1C=CN=C1.[I:36]I. (6) Given the product [N:3]1([C:8]2[N:9]=[C:10]([N:28]3[CH2:29][CH2:30][O:31][CH2:32][CH2:33]3)[C:11]3[N:17]=[C:16]([CH2:18][OH:19])[CH:15]=[C:14]([N:22]4[CH2:27][CH2:26][O:25][CH2:24][CH2:23]4)[C:12]=3[N:13]=2)[CH:7]=[CH:6][N:5]=[CH:4]1, predict the reactants needed to synthesize it. The reactants are: [BH4-].[Li+].[N:3]1([C:8]2[N:9]=[C:10]([N:28]3[CH2:33][CH2:32][O:31][CH2:30][CH2:29]3)[C:11]3[N:17]=[C:16]([C:18](OC)=[O:19])[CH:15]=[C:14]([N:22]4[CH2:27][CH2:26][O:25][CH2:24][CH2:23]4)[C:12]=3[N:13]=2)[CH:7]=[CH:6][N:5]=[CH:4]1. (7) Given the product [ClH:1].[N:2]12[CH2:11][CH:6]3[CH2:7][CH:8]([CH2:10][CH:4]([C@@H:5]3[NH:12][C:26]([C:24]3[O:25][C:21]([C:17]4[CH:18]=[CH:19][CH:20]=[C:15]([C:14]([F:30])([F:13])[F:29])[CH:16]=4)=[CH:22][CH:23]=3)=[O:27])[CH2:3]1)[CH2:9]2, predict the reactants needed to synthesize it. The reactants are: [ClH:1].[N:2]12[CH2:11][CH:6]3[CH2:7][CH:8]([CH2:10][CH:4]([C@@H:5]3[NH2:12])[CH2:3]1)[CH2:9]2.[F:13][C:14]([F:30])([F:29])[C:15]1[CH:16]=[C:17]([C:21]2[O:25][C:24]([C:26](O)=[O:27])=[CH:23][CH:22]=2)[CH:18]=[CH:19][CH:20]=1.N.